Dataset: Forward reaction prediction with 1.9M reactions from USPTO patents (1976-2016). Task: Predict the product of the given reaction. (1) Given the reactants [NH2:1][C:2]1[CH:7]=[C:6]([N:8]2[CH2:13][CH2:12][N:11]([CH3:14])[CH2:10][CH2:9]2)[N:5]=[CH:4][C:3]=1[CH2:15][OH:16], predict the reaction product. The product is: [NH2:1][C:2]1[CH:7]=[C:6]([N:8]2[CH2:13][CH2:12][N:11]([CH3:14])[CH2:10][CH2:9]2)[N:5]=[CH:4][C:3]=1[CH:15]=[O:16]. (2) Given the reactants [C:1]([C:5]1[CH:32]=[C:8]2[N:9]=[C:10]([CH3:31])[C:11]([CH:23]([CH2:28][CH2:29][CH3:30])[C:24]([O:26]C)=[O:25])=[C:12]([C:13]3[CH:14]=[C:15]4[C:19](=[CH:20][CH:21]=3)[N:18]([CH3:22])[CH2:17][CH2:16]4)[N:7]2[N:6]=1)([CH3:4])([CH3:3])[CH3:2].[OH-].[Na+], predict the reaction product. The product is: [C:1]([C:5]1[CH:32]=[C:8]2[N:9]=[C:10]([CH3:31])[C:11]([CH:23]([CH2:28][CH2:29][CH3:30])[C:24]([OH:26])=[O:25])=[C:12]([C:13]3[CH:14]=[C:15]4[C:19](=[CH:20][CH:21]=3)[N:18]([CH3:22])[CH2:17][CH2:16]4)[N:7]2[N:6]=1)([CH3:3])([CH3:4])[CH3:2]. (3) Given the reactants [CH2:1]([O:3][C:4](=[O:25])[CH2:5][C:6]1[CH:11]=[CH:10][CH:9]=[C:8]([S:12][C:13]2[C:21]3[C:16](=[C:17]([F:23])[C:18]([Cl:22])=[CH:19][CH:20]=3)[NH:15][C:14]=2[CH3:24])[CH:7]=1)[CH3:2].Br[C:27]1[CH:28]=[N:29][N:30]([CH2:32][CH3:33])[CH:31]=1, predict the reaction product. The product is: [CH2:1]([O:3][C:4](=[O:25])[CH2:5][C:6]1[CH:11]=[CH:10][CH:9]=[C:8]([S:12][C:13]2[C:21]3[C:16](=[C:17]([F:23])[C:18]([Cl:22])=[CH:19][CH:20]=3)[N:15]([C:27]3[CH:28]=[N:29][N:30]([CH2:32][CH3:33])[CH:31]=3)[C:14]=2[CH3:24])[CH:7]=1)[CH3:2]. (4) The product is: [CH2:1]([O:8][C:9]1[CH:18]=[C:17]2[C:12]([C:13]([Cl:22])=[N:14][CH:15]=[N:16]2)=[CH:11][CH:10]=1)[C:2]1[CH:7]=[CH:6][CH:5]=[CH:4][CH:3]=1. Given the reactants [CH2:1]([O:8][C:9]1[CH:18]=[C:17]2[C:12]([C:13](=O)[NH:14][CH:15]=[N:16]2)=[CH:11][CH:10]=1)[C:2]1[CH:7]=[CH:6][CH:5]=[CH:4][CH:3]=1.P(Cl)(Cl)([Cl:22])=O, predict the reaction product.